From a dataset of Full USPTO retrosynthesis dataset with 1.9M reactions from patents (1976-2016). Predict the reactants needed to synthesize the given product. (1) Given the product [CH:12]([C:9]1[CH:10]=[CH:11][C:6]([CH:2]2[C:17]3[C:16]([CH3:15])=[CH:21][CH:20]=[C:19]([CH3:22])[C:18]=3[O:5][C:3]2=[O:4])=[CH:7][CH:8]=1)([CH3:14])[CH3:13], predict the reactants needed to synthesize it. The reactants are: O[CH:2]([C:6]1[CH:11]=[CH:10][C:9]([CH:12]([CH3:14])[CH3:13])=[CH:8][CH:7]=1)[C:3]([OH:5])=[O:4].[CH3:15][C:16]1[CH:21]=[CH:20][C:19]([CH3:22])=[CH:18][C:17]=1O. (2) Given the product [CH2:1]([O:8][C:9]1[CH:10]=[C:11]2[C:16](=[CH:17][CH:18]=1)[C:15](=[O:19])[N:14]([CH2:20][CH:21]([CH3:23])[CH3:22])[C:13]([C:24]([O:26][CH3:27])=[O:25])=[C:12]2[C:37]1[S:36][CH:40]=[CH:39][CH:38]=1)[C:2]1[CH:3]=[CH:4][CH:5]=[CH:6][CH:7]=1, predict the reactants needed to synthesize it. The reactants are: [CH2:1]([O:8][C:9]1[CH:10]=[C:11]2[C:16](=[CH:17][CH:18]=1)[C:15](=[O:19])[N:14]([CH2:20][CH:21]([CH3:23])[CH3:22])[C:13]([C:24]([O:26][CH3:27])=[O:25])=[C:12]2OS(C(F)(F)F)(=O)=O)[C:2]1[CH:7]=[CH:6][CH:5]=[CH:4][CH:3]=1.[S:36]1[CH:40]=[CH:39][CH:38]=[C:37]1B(O)O.C(=O)([O-])[O-].[Na+].[Na+].C1(C)C=CC=CC=1. (3) Given the product [ClH:37].[O:22]=[C:10]1[NH:11][C:12]2[C:13]3[CH2:21][CH2:20][CH2:19][CH2:18][C:14]=3[CH:15]=[CH:16][C:17]=2[N:8]([C:4]2[CH:3]=[C:2]([NH:1][S:34]([C:32]3[CH:31]=[CH:30][CH:29]=[C:28]4[C:33]=3[N:24]=[CH:25][CH:26]=[CH:27]4)(=[O:35])=[O:36])[CH:7]=[CH:6][CH:5]=2)[C:9]1=[O:23], predict the reactants needed to synthesize it. The reactants are: [NH2:1][C:2]1[CH:3]=[C:4]([N:8]2[C:17]3[CH:16]=[CH:15][C:14]4[CH2:18][CH2:19][CH2:20][CH2:21][C:13]=4[C:12]=3[NH:11][C:10](=[O:22])[C:9]2=[O:23])[CH:5]=[CH:6][CH:7]=1.[N:24]1[C:33]2[C:28](=[CH:29][CH:30]=[CH:31][C:32]=2[S:34]([Cl:37])(=[O:36])=[O:35])[CH:27]=[CH:26][CH:25]=1. (4) Given the product [Si:14]([O:9][CH2:4][CH2:5][C@@H:6]([OH:8])[CH3:7])([C:10]([CH3:13])([CH3:12])[CH3:11])([C:21]1[CH:22]=[CH:23][CH:24]=[CH:25][CH:26]=1)[C:15]1[CH:20]=[CH:19][CH:18]=[CH:17][CH:16]=1, predict the reactants needed to synthesize it. The reactants are: ClCCl.[CH2:4]([OH:9])[CH2:5][C@@H:6]([OH:8])[CH3:7].[C:10]([Si:14](Cl)([C:21]1[CH:26]=[CH:25][CH:24]=[CH:23][CH:22]=1)[C:15]1[CH:20]=[CH:19][CH:18]=[CH:17][CH:16]=1)([CH3:13])([CH3:12])[CH3:11].[Cl-].[NH4+]. (5) Given the product [CH:1]([NH:4][C:5]1[C:14]2[C:9](=[CH:10][C:11]([C:15]3[CH:16]=[C:17]([CH:23]=[CH:24][C:25]=3[CH3:26])[C:18]([OH:20])=[O:19])=[CH:12][CH:13]=2)[CH:8]=[N:7][N:6]=1)([CH3:3])[CH3:2], predict the reactants needed to synthesize it. The reactants are: [CH:1]([NH:4][C:5]1[C:14]2[C:9](=[CH:10][C:11]([C:15]3[CH:16]=[C:17]([CH:23]=[CH:24][C:25]=3[CH3:26])[C:18]([O:20]CC)=[O:19])=[CH:12][CH:13]=2)[CH:8]=[N:7][N:6]=1)([CH3:3])[CH3:2].[OH-].[K+]. (6) Given the product [CH3:32][O:33][C:34]1[CH:41]=[CH:40][C:37]([CH:38]=[CH:8][C:7]2[CH:28]=[CH:29][CH:30]=[CH:31][C:6]=2[C:4]([O:3][CH3:2])=[O:5])=[CH:36][CH:35]=1, predict the reactants needed to synthesize it. The reactants are: [Br-].[CH3:2][O:3][C:4]([C:6]1[CH:31]=[CH:30][CH:29]=[CH:28][C:7]=1[CH2:8][P+](C1C=CC=CC=1)(C1C=CC=CC=1)C1C=CC=CC=1)=[O:5].[CH3:32][O:33][C:34]1[CH:41]=[CH:40][C:37]([CH:38]=O)=[CH:36][CH:35]=1.C1CN2C(=NCCC2)C1. (7) Given the product [CH2:1]([C:3]1[CH:8]=[CH:7][C:6]([S:9]([CH3:12])(=[O:10])=[O:11])=[CH:5][C:4]=1[NH2:13])[CH3:2], predict the reactants needed to synthesize it. The reactants are: [CH2:1]([C:3]1[CH:8]=[CH:7][C:6]([S:9]([CH3:12])(=[O:11])=[O:10])=[CH:5][C:4]=1[N+:13]([O-])=O)[CH3:2].CC(=O)OCC.